From a dataset of Catalyst prediction with 721,799 reactions and 888 catalyst types from USPTO. Predict which catalyst facilitates the given reaction. Reactant: Cl[C:2]1[N:10]=[C:9]2[C:5]([N:6]=[C:7]([CH2:13][N:14]3[CH2:19][CH2:18][CH:17]([N:20]4[CH2:24][CH2:23][CH2:22][C:21]4=[O:25])[CH2:16][CH2:15]3)[N:8]2[CH2:11][CH3:12])=[C:4]([N:26]2[CH2:31][CH2:30][O:29][CH2:28][CH2:27]2)[N:3]=1.[Si]([N:39]1[C:47]2[C:42](=[C:43](B(O)O)[C:44]([F:48])=[CH:45][CH:46]=2)[CH:41]=[CH:40]1)(C(C)(C)C)(C)C.C(=O)([O-])[O-].[Cs+].[Cs+]. Product: [CH2:11]([N:8]1[C:7]([CH2:13][N:14]2[CH2:19][CH2:18][CH:17]([N:20]3[CH2:24][CH2:23][CH2:22][C:21]3=[O:25])[CH2:16][CH2:15]2)=[N:6][C:5]2[C:9]1=[N:10][C:2]([N:39]1[C:47]3[C:42](=[CH:43][C:44]([F:48])=[CH:45][CH:46]=3)[CH:41]=[CH:40]1)=[N:3][C:4]=2[N:26]1[CH2:27][CH2:28][O:29][CH2:30][CH2:31]1)[CH3:12]. The catalyst class is: 70.